Dataset: Full USPTO retrosynthesis dataset with 1.9M reactions from patents (1976-2016). Task: Predict the reactants needed to synthesize the given product. Given the product [Cl:1][C:2]1[N:11]=[C:10]([CH2:39][C:38]2[CH:37]=[CH:36][C:35]([S:32]([NH2:31])(=[O:34])=[O:33])=[CH:42][CH:41]=2)[C:9]2[C:4](=[CH:5][CH:6]=[CH:7][CH:8]=2)[N:3]=1, predict the reactants needed to synthesize it. The reactants are: [Cl:1][C:2]1[N:11]=[C:10](Cl)[C:9]2[C:4](=[CH:5][CH:6]=[CH:7][CH:8]=2)[N:3]=1.C1C=C2C(NC(NC2=CC=1)=O)=O.O=P(Cl)(Cl)Cl.Cl.[NH2:31][S:32]([C:35]1[CH:42]=[CH:41][C:38]([CH2:39]N)=[CH:37][CH:36]=1)(=[O:34])=[O:33].C(N(C(C)C)CC)(C)C.